This data is from Catalyst prediction with 721,799 reactions and 888 catalyst types from USPTO. The task is: Predict which catalyst facilitates the given reaction. (1) The catalyst class is: 136. Product: [CH3:25][O:24][C:22]([C:21]1[CH:20]=[CH:19][C:18]([CH2:17][CH2:16][C:13]2[CH:12]=[CH:11][C:10]([NH:9][C:7]([C:6]3[C:5]4[CH2:28][CH2:29][CH2:30][CH2:31][C:4]=4[S:3][C:2]=3[NH:1][C:49]([C:48]3[CH:47]=[C:46]([S:43]([N:42]([CH2:55][CH2:56][CH3:57])[C:39]4[CH:38]=[CH:37][C:36]([C:34]([O:33][CH3:32])=[O:35])=[CH:41][N:40]=4)(=[O:45])=[O:44])[CH:54]=[CH:53][CH:52]=3)=[O:50])=[O:8])=[CH:15][CH:14]=2)=[CH:27][CH:26]=1)=[O:23]. Reactant: [NH2:1][C:2]1[S:3][C:4]2[CH2:31][CH2:30][CH2:29][CH2:28][C:5]=2[C:6]=1[C:7]([NH:9][C:10]1[CH:15]=[CH:14][C:13]([CH2:16][CH2:17][C:18]2[CH:27]=[CH:26][C:21]([C:22]([O:24][CH3:25])=[O:23])=[CH:20][CH:19]=2)=[CH:12][CH:11]=1)=[O:8].[CH3:32][O:33][C:34]([C:36]1[CH:37]=[CH:38][C:39]([N:42]([CH2:55][CH2:56][CH3:57])[S:43]([C:46]2[CH:47]=[C:48]([CH:52]=[CH:53][CH:54]=2)[C:49](O)=[O:50])(=[O:45])=[O:44])=[N:40][CH:41]=1)=[O:35].CN(C(ON1N=NC2C=CC=NC1=2)=[N+](C)C)C.F[P-](F)(F)(F)(F)F.C(N(C(C)C)C(C)C)C. (2) Reactant: [CH2:1]([O:3][C:4]1[CH:5]=[C:6]([C@H:11]([N:17]2[C:25](=[O:26])[C:24]3[C:19](=[CH:20][CH:21]=[CH:22][C:23]=3[NH:27][C:28]([CH:30]3[CH2:32][CH2:31]3)=[O:29])[CH2:18]2)[CH2:12][S:13]([CH3:16])(=[O:15])=[O:14])[CH:7]=[CH:8][C:9]=1[OH:10])[CH3:2].[CH2:33]([O:40][C:41]([CH:43]1[CH:48]([O:49][C:50](=[O:52])[CH3:51])[CH:47]([O:53][C:54](=[O:56])[CH3:55])[CH:46]([O:57][C:58](=[O:60])[CH3:59])[CH:45](OC(=N)C(Cl)(Cl)Cl)[O:44]1)=[O:42])[C:34]1[CH:39]=[CH:38][CH:37]=[CH:36][CH:35]=1.B(F)(F)F.CCOCC. Product: [C:50]([O:49][C@H:48]1[C@H:47]([O:53][C:54](=[O:56])[CH3:55])[C@@H:46]([O:57][C:58](=[O:60])[CH3:59])[C@H:45]([O:10][C:9]2[CH:8]=[CH:7][C:6]([C@H:11]([N:17]3[CH2:18][C:19]4[C:24](=[C:23]([NH:27][C:28]([CH:30]5[CH2:31][CH2:32]5)=[O:29])[CH:22]=[CH:21][CH:20]=4)[C:25]3=[O:26])[CH2:12][S:13]([CH3:16])(=[O:15])=[O:14])=[CH:5][C:4]=2[O:3][CH2:1][CH3:2])[O:44][C@@H:43]1[C:41]([O:40][CH2:33][C:34]1[CH:39]=[CH:38][CH:37]=[CH:36][CH:35]=1)=[O:42])(=[O:52])[CH3:51]. The catalyst class is: 317. (3) Reactant: [Cl:1][CH2:2][CH2:3][CH2:4][N:5]1[CH2:11][CH2:10][C:9](=[O:12])[C:8]2[N:13]([CH3:16])[CH:14]=[CH:15][C:7]=2[C:6]1=[O:17]. Product: [Cl:1][CH2:2][CH2:3][CH2:4][N:5]1[CH2:11][CH2:10][C@H:9]([OH:12])[C:8]2[N:13]([CH3:16])[CH:14]=[CH:15][C:7]=2[C:6]1=[O:17]. The catalyst class is: 1. (4) Product: [Br:1][C:2]1[C:7]([CH3:8])=[CH:6][C:5]([N:9]2[C:13]3([CH2:17][CH2:16][CH2:15][CH2:14]3)[C:12](=[O:23])[NH:11][C:10]2=[O:19])=[CH:4][C:3]=1[CH3:20]. The catalyst class is: 15. Reactant: [Br:1][C:2]1[C:7]([CH3:8])=[CH:6][C:5]([N:9]2[C:13]3([CH2:17][CH2:16][CH2:15][CH2:14]3)[C:12](=N)[NH:11][C:10]2=[O:19])=[CH:4][C:3]=1[CH3:20].O.C(=O)([O-])[OH:23].[Na+]. (5) The catalyst class is: 644. Reactant: C(OC(=O)[NH:7][C:8]1[CH:16]=[C:15]2[C:11]([C:12]([S:26][C:27]3[CH:32]=[CH:31][CH:30]=[CH:29][C:28]=3[N+:33]([O-:35])=[O:34])=[CH:13][N:14]2[CH2:17][C:18]2[CH:23]=[C:22]([F:24])[CH:21]=[C:20]([F:25])[CH:19]=2)=[CH:10][CH:9]=1)(C)(C)C. Product: [F:25][C:20]1[CH:19]=[C:18]([CH:23]=[C:22]([F:24])[CH:21]=1)[CH2:17][N:14]1[C:15]2[C:11](=[CH:10][CH:9]=[C:8]([NH2:7])[CH:16]=2)[C:12]([S:26][C:27]2[CH:32]=[CH:31][CH:30]=[CH:29][C:28]=2[N+:33]([O-:35])=[O:34])=[CH:13]1. (6) Reactant: [NH2:1][C:2]1[CH:7]=[CH:6][C:5]([OH:8])=[CH:4][CH:3]=1.C(=O)(O)[O-].[Na+].[CH2:14]([O:21][CH2:22][C:23](Cl)=[O:24])[C:15]1[CH:20]=[CH:19][CH:18]=[CH:17][CH:16]=1. Product: [CH2:14]([O:21][CH2:22][C:23]([NH:1][C:2]1[CH:7]=[CH:6][C:5]([OH:8])=[CH:4][CH:3]=1)=[O:24])[C:15]1[CH:20]=[CH:19][CH:18]=[CH:17][CH:16]=1. The catalyst class is: 21. (7) Reactant: C([Li])CCC.C(NC(C)C)(C)C.[O:13]1[C:21]2[C:16](=[CH:17][CH:18]=[CH:19][CH:20]=2)[C:15](=[O:22])[CH2:14]1.F[S:24]([C:27]1[N:28]=[N:29][C:30]([O:33][CH3:34])=[CH:31][CH:32]=1)(=[O:26])=[O:25]. Product: [CH3:34][O:33][C:30]1[N:29]=[N:28][C:27]([S:24]([C:14]2[O:13][C:21]3[CH:20]=[CH:19][CH:18]=[CH:17][C:16]=3[C:15]=2[OH:22])(=[O:26])=[O:25])=[CH:32][CH:31]=1. The catalyst class is: 1. (8) Reactant: CCN(C(C)C)C(C)C.OC(C(F)(F)F)=O.[NH2:17][CH2:18][C:19]([N:21]1[CH2:26][CH2:25][N:24]([C:27](=[O:38])[C:28]2[CH:33]=[CH:32][CH:31]=[CH:30][C:29]=2[C:34]([F:37])([F:36])[F:35])[CH2:23][CH2:22]1)=[O:20].C1C=CC2N(O)N=NC=2C=1.CCN=C=NCCCN(C)C.Cl.[C:61]1([C:70]2[CH:75]=[CH:74][CH:73]=[CH:72][CH:71]=2)[CH:66]=[CH:65][C:64]([C:67](O)=[O:68])=[CH:63][CH:62]=1. The catalyst class is: 18. Product: [O:20]=[C:19]([N:21]1[CH2:22][CH2:23][N:24]([C:27](=[O:38])[C:28]2[CH:33]=[CH:32][CH:31]=[CH:30][C:29]=2[C:34]([F:37])([F:35])[F:36])[CH2:25][CH2:26]1)[CH2:18][NH:17][C:67]([C:64]1[CH:65]=[CH:66][C:61]([C:70]2[CH:71]=[CH:72][CH:73]=[CH:74][CH:75]=2)=[CH:62][CH:63]=1)=[O:68].